From a dataset of Forward reaction prediction with 1.9M reactions from USPTO patents (1976-2016). Predict the product of the given reaction. (1) Given the reactants COC([C@@H]1C[C@@H](S(C2C=CC=CC=2C(F)(F)F)(=O)=O)CN1C(=S)CC(=O)C)=O.COC([C@H]1C[C@@H](S(C2C=CC=CC=2C(F)(F)F)(=O)=O)CN1C(=S)CC(=O)C)=O.Cl.Cl.C(NN)C1C=CC=CC=1.[CH3:68][O:69][C:70]([C@H:72]1[CH2:76][C@@H:75]([S:77]([C:80]2[CH:85]=[CH:84][CH:83]=[CH:82][C:81]=2[C:86]([F:89])([F:88])[F:87])(=[O:79])=[O:78])[CH2:74][N:73]1[C:90]1[N:91]([CH2:96][C:97]2[CH:102]=[CH:101][CH:100]=[CH:99][CH:98]=2)[N:92]=[C:93]([CH3:95])[CH:94]=1)=[O:71], predict the reaction product. The product is: [CH3:68][O:69][C:70]([C@@H:72]1[CH2:76][C@@H:75]([S:77]([C:80]2[CH:85]=[CH:84][CH:83]=[CH:82][C:81]=2[C:86]([F:87])([F:88])[F:89])(=[O:78])=[O:79])[CH2:74][N:73]1[C:90]1[N:91]([CH2:96][C:97]2[CH:98]=[CH:99][CH:100]=[CH:101][CH:102]=2)[N:92]=[C:93]([CH3:95])[CH:94]=1)=[O:71]. (2) The product is: [O:1]=[C:2]1[N:6]([C@@H:7]([C:9]2[CH:14]=[CH:13][CH:12]=[CH:11][CH:10]=2)[CH3:8])[CH2:5][CH:4]([C:15]([O:17][C:4]([CH3:15])([CH3:5])[CH3:3])=[O:16])[CH2:3]1. Given the reactants [O:1]=[C:2]1[N:6]([C@@H:7]([C:9]2[CH:14]=[CH:13][CH:12]=[CH:11][CH:10]=2)[CH3:8])[CH2:5][CH:4]([C:15]([OH:17])=[O:16])[CH2:3]1, predict the reaction product. (3) Given the reactants Cl[C:2]1[CH:7]=[CH:6][N:5]=[C:4]([CH2:8][O:9][C:10]2[CH:15]=[CH:14][CH:13]=[CH:12][C:11]=2[CH2:16][C:17]([O:19]C)=[O:18])[CH:3]=1.Cl.[NH2:22][CH2:23][C:24]1[CH:25]=[CH:26][C:27]([F:33])=[C:28](B(O)O)[CH:29]=1, predict the reaction product. The product is: [NH2:22][CH2:23][C:24]1[CH:25]=[CH:26][C:27]([F:33])=[C:28]([C:2]2[CH:7]=[CH:6][N:5]=[C:4]([CH2:8][O:9][C:10]3[CH:15]=[CH:14][CH:13]=[CH:12][C:11]=3[CH2:16][C:17]([OH:19])=[O:18])[CH:3]=2)[CH:29]=1. (4) Given the reactants S(=O)(=O)(O)O.O.[CH:7]([C:10]1[C:18]2[C:13](=[CH:14][CH:15]=[C:16]([O:19][C:20]3[C:25]([C:26]([F:29])([F:28])[F:27])=[CH:24][C:23](CC#N)=[CH:22][C:21]=3[C:33]([F:36])([F:35])[F:34])[CH:17]=2)[NH:12][CH:11]=1)([CH3:9])[CH3:8].C(OCC)(=O)C.[C:43]([OH:46])(=[O:45])[CH3:44], predict the reaction product. The product is: [CH:7]([C:10]1[C:18]2[C:13](=[CH:14][CH:15]=[C:16]([O:19][C:20]3[C:25]([C:26]([F:27])([F:29])[F:28])=[CH:24][C:23]([CH2:44][C:43]([OH:46])=[O:45])=[CH:22][C:21]=3[C:33]([F:36])([F:34])[F:35])[CH:17]=2)[NH:12][CH:11]=1)([CH3:9])[CH3:8]. (5) Given the reactants [CH:1]1([CH2:6][O:7][C:8]2[CH:13]=[CH:12][C:11]([CH2:14][CH2:15][C:16]([O:18][CH3:19])=[O:17])=[CH:10][CH:9]=2)[CH2:5][CH2:4][CH2:3][CH2:2]1.[Br:20]N1C(=O)CCC1=O, predict the reaction product. The product is: [Br:20][C:13]1[CH:12]=[C:11]([CH2:14][CH2:15][C:16]([O:18][CH3:19])=[O:17])[CH:10]=[CH:9][C:8]=1[O:7][CH2:6][CH:1]1[CH2:2][CH2:3][CH2:4][CH2:5]1. (6) Given the reactants [C:1](O)(=[O:13])[CH2:2][CH2:3][CH2:4][CH2:5][CH2:6][CH2:7][CH2:8][CH2:9][CH2:10][CH2:11][CH3:12].[CH2:15]([NH2:29])[CH2:16][CH2:17][CH2:18][CH2:19][CH2:20][CH2:21][CH2:22][CH2:23][CH2:24][CH2:25][CH2:26][CH2:27][CH3:28].ON1C(=O)CCC1=O.C(Cl)CCl, predict the reaction product. The product is: [C:1]([CH2:28][CH2:27][CH2:26][CH2:25][CH2:24][CH2:23][CH2:22][CH2:21][CH2:20][CH2:19][CH2:18][CH2:17][CH2:16][CH2:15][NH2:29])(=[O:13])[CH2:2][CH2:3][CH2:4][CH2:5][CH2:6][CH2:7][CH2:8][CH2:9][CH2:10][CH2:11][CH3:12]. (7) Given the reactants [CH:1]1([NH:5][CH:6]([CH3:46])[CH2:7][CH2:8][N:9]([C@@H:24]([C:26]2[N:27]([C:37]3[CH:42]=[CH:41][C:40]([O:43][CH2:44][CH3:45])=[CH:39][CH:38]=3)[C:28](=[O:36])[C:29]3[CH:35]=[CH:34][CH:33]=[N:32][C:30]=3[N:31]=2)[CH3:25])[C:10](=[O:23])[CH2:11][C:12]2[CH:17]=[CH:16][C:15]([F:18])=[C:14]([C:19]([F:22])([F:21])[F:20])[CH:13]=2)[CH2:4][CH2:3][CH2:2]1.C=O.[C:49](O[BH-](OC(=O)C)OC(=O)C)(=O)C.[Na+], predict the reaction product. The product is: [CH:1]1([N:5]([CH3:49])[CH:6]([CH3:46])[CH2:7][CH2:8][N:9]([C@@H:24]([C:26]2[N:27]([C:37]3[CH:38]=[CH:39][C:40]([O:43][CH2:44][CH3:45])=[CH:41][CH:42]=3)[C:28](=[O:36])[C:29]3[CH:35]=[CH:34][CH:33]=[N:32][C:30]=3[N:31]=2)[CH3:25])[C:10](=[O:23])[CH2:11][C:12]2[CH:17]=[CH:16][C:15]([F:18])=[C:14]([C:19]([F:21])([F:20])[F:22])[CH:13]=2)[CH2:2][CH2:3][CH2:4]1. (8) Given the reactants Br[C:2]1[C:3]([CH2:9][O:10][Si](C(C)(C)C)(C)C)=[C:4]([CH:6]=[CH:7][CH:8]=1)[NH2:5].[C:18]([O:22][CH:23]1[CH2:26][NH:25][CH2:24]1)([CH3:21])([CH3:20])[CH3:19].C[C:28]1(C)C(C)(C)OB(B2OC(C)(C)C(C)(C)O2)[O:29]1.Cl[C:46]1[CH:51]=[CH:50][N:49]=[C:48]([NH2:52])[C:47]=1[N+:53]([O-])=O.[CH3:56][N:57]1[CH:61]=[C:60]([CH:62]=O)[CH:59]=[N:58]1, predict the reaction product. The product is: [C:18]([O:22][CH:23]1[CH2:26][N:25]([C:28]([NH:5][C:4]2[CH:6]=[CH:7][CH:8]=[C:2]([C:46]3[CH:51]=[CH:50][N:49]=[C:48]4[NH:52][C:62]([C:60]5[CH:59]=[N:58][N:57]([CH3:56])[CH:61]=5)=[N:53][C:47]=34)[C:3]=2[CH2:9][OH:10])=[O:29])[CH2:24]1)([CH3:21])([CH3:20])[CH3:19]. (9) Given the reactants Cl.Cl.[NH2:3][CH2:4][CH2:5][NH:6][C:7]1[CH:12]=[CH:11][N:10]=[C:9]([NH2:13])[N:8]=1.Cl[C:15]1[C:16]2[CH2:26][CH2:25][CH2:24][C:23]3[CH:27]=[CH:28][CH:29]=[CH:30][C:22]=3[C:17]=2[N:18]=[C:19]([NH2:21])[N:20]=1, predict the reaction product. The product is: [NH2:13][C:9]1[N:8]=[C:7]([NH:6][CH2:5][CH2:4][NH:3][C:15]2[C:16]3[CH2:26][CH2:25][CH2:24][C:23]4[CH:27]=[CH:28][CH:29]=[CH:30][C:22]=4[C:17]=3[N:18]=[C:19]([NH2:21])[N:20]=2)[CH:12]=[CH:11][N:10]=1. (10) Given the reactants Br[C:2]1[C:3]([C:8]#[N:9])=[N:4][CH:5]=[CH:6][CH:7]=1.[Br:10][C:11]1[CH:12]=[C:13]([CH:17]=[CH:18][CH:19]=1)[C:14](Cl)=[O:15], predict the reaction product. The product is: [Br:10][C:11]1[CH:12]=[C:13]([CH:17]=[CH:18][CH:19]=1)[C:14]([C:2]1[C:3]([C:8]#[N:9])=[N:4][CH:5]=[CH:6][CH:7]=1)=[O:15].